Dataset: Catalyst prediction with 721,799 reactions and 888 catalyst types from USPTO. Task: Predict which catalyst facilitates the given reaction. (1) Reactant: [CH2:1]([C:3]1[CH:4]=[C:5]([CH2:11][C@@H:12]([NH:17][C:18]([N:20]2[CH2:25][CH2:24][CH:23]([N:26]3[CH2:32][CH2:31][C:30]4[CH:33]=[CH:34][CH:35]=[CH:36][C:29]=4[NH:28][C:27]3=[O:37])[CH2:22][CH2:21]2)=[O:19])[C:13]([O:15]C)=[O:14])[CH:6]=[CH:7][C:8]=1[CH2:9][CH3:10])[CH3:2].O.[OH-].[Li+]. Product: [CH2:1]([C:3]1[CH:4]=[C:5]([CH2:11][C@@H:12]([NH:17][C:18]([N:20]2[CH2:21][CH2:22][CH:23]([N:26]3[CH2:32][CH2:31][C:30]4[CH:33]=[CH:34][CH:35]=[CH:36][C:29]=4[NH:28][C:27]3=[O:37])[CH2:24][CH2:25]2)=[O:19])[C:13]([OH:15])=[O:14])[CH:6]=[CH:7][C:8]=1[CH2:9][CH3:10])[CH3:2]. The catalyst class is: 20. (2) Reactant: [OH:1][C@@H:2]1[C@@H:7]([NH:8][CH2:9][CH2:10][C:11]2[CH:16]=[CH:15][CH:14]=[CH:13][CH:12]=2)[C:6]2[CH:17]=[CH:18][C:19]([NH:21][S:22]([CH3:25])(=[O:24])=[O:23])=[CH:20][C:5]=2[O:4][C:3]1([CH3:27])[CH3:26].[C:28]([OH:35])(=[O:34])/[CH:29]=[CH:30]\[C:31]([OH:33])=[O:32]. Product: [C:28]([OH:35])(=[O:34])/[CH:29]=[CH:30]\[C:31]([OH:33])=[O:32].[OH:1][C@@H:2]1[C@@H:7]([NH:8][CH2:9][CH2:10][C:11]2[CH:12]=[CH:13][CH:14]=[CH:15][CH:16]=2)[C:6]2[CH:17]=[CH:18][C:19]([NH:21][S:22]([CH3:25])(=[O:24])=[O:23])=[CH:20][C:5]=2[O:4][C:3]1([CH3:27])[CH3:26]. The catalyst class is: 8. (3) Reactant: [F:1][C:2]1[CH:7]=[CH:6][CH:5]=[C:4]([F:8])[C:3]=1[N:9]1[C:14]2[N:15]=[C:16](S(C)(=O)=O)[N:17]=[C:18]([C:19]3[CH:20]=[C:21]([CH:28]=[CH:29][C:30]=3[CH3:31])[C:22]([NH:24][CH2:25][CH2:26][CH3:27])=[O:23])[C:13]=2[CH:12]=[CH:11][C:10]1=[O:36].[CH3:37][N:38]([CH3:44])[CH2:39][CH2:40][CH2:41][NH:42][CH3:43]. Product: [F:1][C:2]1[CH:7]=[CH:6][CH:5]=[C:4]([F:8])[C:3]=1[N:9]1[C:14]2[N:15]=[C:16]([N:42]([CH2:41][CH2:40][CH2:39][N:38]([CH3:44])[CH3:37])[CH3:43])[N:17]=[C:18]([C:19]3[CH:20]=[C:21]([CH:28]=[CH:29][C:30]=3[CH3:31])[C:22]([NH:24][CH2:25][CH2:26][CH3:27])=[O:23])[C:13]=2[CH:12]=[CH:11][C:10]1=[O:36]. The catalyst class is: 2.